From a dataset of Catalyst prediction with 721,799 reactions and 888 catalyst types from USPTO. Predict which catalyst facilitates the given reaction. (1) Reactant: [C:1]1([CH2:7][O:8][CH2:9][CH2:10][O:11][CH2:12][CH2:13][O:14][CH2:15][CH2:16][O:17][CH2:18][CH2:19][O:20][CH2:21][CH2:22][O:23][CH2:24][CH2:25][OH:26])[CH:6]=[CH:5][CH:4]=[CH:3][CH:2]=1.CC(C)([O-])C.[K+].CC1C=CC(S(O[CH2:44][CH2:45][O:46][CH2:47][CH2:48][O:49][CH2:50][CH2:51][O:52][CH3:53])(=O)=O)=CC=1.O. Product: [C:1]1([CH2:7][O:8][CH2:9][CH2:10][O:11][CH2:12][CH2:13][O:14][CH2:15][CH2:16][O:17][CH2:18][CH2:19][O:20][CH2:21][CH2:22][O:23][CH2:24][CH2:25][O:26][CH2:44][CH2:45][O:46][CH2:47][CH2:48][O:49][CH2:50][CH2:51][O:52][CH3:53])[CH:6]=[CH:5][CH:4]=[CH:3][CH:2]=1. The catalyst class is: 7. (2) Reactant: IC.[C:3]([O:7][C:8]([N:10]1[CH2:14][C@H:13]([OH:15])[CH2:12][C@@H:11]1[C:16]([OH:18])=[O:17])=[O:9])([CH3:6])([CH3:5])[CH3:4].[C:19](=O)([O-])[O-].[Cs+].[Cs+]. Product: [OH:15][C@H:13]1[CH2:14][N:10]([C:8]([O:7][C:3]([CH3:6])([CH3:4])[CH3:5])=[O:9])[C@@H:11]([C:16]([O:18][CH3:19])=[O:17])[CH2:12]1. The catalyst class is: 18.